This data is from Forward reaction prediction with 1.9M reactions from USPTO patents (1976-2016). The task is: Predict the product of the given reaction. (1) Given the reactants Br[C:2]1[CH:11]=[C:10]2[C:5]([CH:6]=[CH:7][N:8]([CH2:13][CH2:14][OH:15])[C:9]2=[O:12])=[CH:4][CH:3]=1.[N:16]1([C:22]([O:24][C:25]([CH3:28])([CH3:27])[CH3:26])=[O:23])[CH2:21][CH2:20][NH:19][CH2:18][CH2:17]1.COC1C=CC=C(OC)C=1C1C=CC=CC=1P(C1CCCCC1)C1CCCCC1.CC([O-])(C)C.[K+], predict the reaction product. The product is: [C:25]([O:24][C:22]([N:16]1[CH2:21][CH2:20][N:19]([C:2]2[CH:11]=[C:10]3[C:5]([CH:6]=[CH:7][N:8]([CH2:13][CH2:14][OH:15])[C:9]3=[O:12])=[CH:4][CH:3]=2)[CH2:18][CH2:17]1)=[O:23])([CH3:28])([CH3:26])[CH3:27]. (2) Given the reactants [C:1]([C:3]1[C:4]2[S:25][C:24]([C:26]3[CH:31]=[CH:30][CH:29]=[CH:28][CH:27]=3)=[CH:23][C:5]=2[C:6]([NH:9][C@H:10]2[CH2:15][CH2:14][CH2:13][N:12](C(OC(C)(C)C)=O)[CH2:11]2)=[N:7][CH:8]=1)#[N:2].Cl.C([O-])(O)=[O:34].[Na+], predict the reaction product. The product is: [C:26]1([C:24]2[S:25][C:4]3[C:3]([C:1]([NH2:2])=[O:34])=[CH:8][N:7]=[C:6]([NH:9][C@H:10]4[CH2:15][CH2:14][CH2:13][NH:12][CH2:11]4)[C:5]=3[CH:23]=2)[CH:27]=[CH:28][CH:29]=[CH:30][CH:31]=1. (3) Given the reactants [C:1]1([CH2:17][O:18][CH2:19][CH2:20][CH2:21][CH2:22][CH2:23][CH2:24][NH2:25])[C:14]2[C:15]3=[C:16]4[C:11](=[CH:12][CH:13]=2)[CH:10]=[CH:9][CH:8]=[C:7]4[CH:6]=[CH:5][C:4]3=[CH:3][CH:2]=1.[N:26]([CH2:29][CH2:30][CH2:31][CH2:32][CH2:33][CH2:34][CH2:35][CH2:36][CH2:37][CH2:38][CH2:39][CH2:40][N:41]=[C:42]=[O:43])=[C:27]=[O:28], predict the reaction product. The product is: [CH2:40]([NH:41][C:42]([NH:25][CH2:24][CH2:23][CH2:22][CH2:21][CH2:20][CH2:19][O:18][CH2:17][C:1]1[C:14]2[C:15]3=[C:16]4[C:11](=[CH:12][CH:13]=2)[CH:10]=[CH:9][CH:8]=[C:7]4[CH:6]=[CH:5][C:4]3=[CH:3][CH:2]=1)=[O:43])[CH2:39][CH2:38][CH2:37][CH2:36][CH2:35][CH2:34][CH2:33][CH2:32][CH2:31][CH2:30][CH2:29][NH:26][C:27]([NH:25][CH2:24][CH2:23][CH2:22][CH2:21][CH2:20][CH2:19][O:18][CH2:17][C:1]1[C:14]2[C:15]3=[C:16]4[C:11](=[CH:12][CH:13]=2)[CH:10]=[CH:9][CH:8]=[C:7]4[CH:6]=[CH:5][C:4]3=[CH:3][CH:2]=1)=[O:28]. (4) Given the reactants CC1(C)[O:6][CH:5]([CH2:7][O:8][C:9]2[CH:14]=[CH:13][C:12]([C:15](=[O:24])[CH2:16][C:17](=O)[C:18]([O:20][CH2:21][CH3:22])=[O:19])=[CH:11][CH:10]=2)[CH2:4][O:3]1.[NH2:26]O, predict the reaction product. The product is: [OH:6][CH:5]([CH2:4][OH:3])[CH2:7][O:8][C:9]1[CH:14]=[CH:13][C:12]([C:15]2[O:24][N:26]=[C:17]([C:18]([O:20][CH2:21][CH3:22])=[O:19])[CH:16]=2)=[CH:11][CH:10]=1. (5) Given the reactants Br[C:2]1[CH:10]=[CH:9][C:8]([CH2:11][CH3:12])=[C:7]2[C:3]=1[CH:4]=[CH:5][NH:6]2.[B:13]1([B:13]2[O:17][C:16]([CH3:19])([CH3:18])[C:15]([CH3:21])([CH3:20])[O:14]2)[O:17][C:16]([CH3:19])([CH3:18])[C:15]([CH3:21])([CH3:20])[O:14]1.CC([O-])=O.[K+], predict the reaction product. The product is: [CH2:11]([C:8]1[CH:9]=[CH:10][C:2]([B:13]2[O:17][C:16]([CH3:19])([CH3:18])[C:15]([CH3:21])([CH3:20])[O:14]2)=[C:3]2[C:7]=1[NH:6][CH:5]=[CH:4]2)[CH3:12]. (6) Given the reactants CCCCCC.I[C:8]1[C:17]2[C:12](=[CH:13][CH:14]=[CH:15][CH:16]=2)[CH:11]=[CH:10][CH:9]=1, predict the reaction product. The product is: [CH:16]1[C:17]2[C:12](=[CH:11][CH:10]=[CH:9][CH:8]=2)[CH:13]=[CH:14][CH:15]=1. (7) Given the reactants Cl[C:2]1[CH:11]=[CH:10][C:5]([C:6]([O:8][CH3:9])=[O:7])=[CH:4][N:3]=1.[CH2:12]([N:19]1[CH2:24][CH2:23][CH:22]([NH2:25])[CH2:21][CH2:20]1)[C:13]1[CH:18]=[CH:17][CH:16]=[CH:15][CH:14]=1.C([O-])([O-])=O.[K+].[K+].CCOC(C)=O, predict the reaction product. The product is: [CH2:12]([N:19]1[CH2:24][CH2:23][CH:22]([NH:25][C:2]2[CH:11]=[CH:10][C:5]([C:6]([O:8][CH3:9])=[O:7])=[CH:4][N:3]=2)[CH2:21][CH2:20]1)[C:13]1[CH:14]=[CH:15][CH:16]=[CH:17][CH:18]=1.